Dataset: Full USPTO retrosynthesis dataset with 1.9M reactions from patents (1976-2016). Task: Predict the reactants needed to synthesize the given product. Given the product [F:35][C:34]([F:37])([F:36])[C:32]1[N:24]([C:21]2[CH:20]=[CH:19][C:18]([C:9]3[N:8]([C:5]4[CH:6]=[N:7][C:2]([CH3:1])=[CH:3][CH:4]=4)[CH:12]=[C:11]([C:13]4[S:17][CH:16]=[N:15][CH:14]=4)[N:10]=3)=[CH:23][CH:22]=2)[C:25]2=[N:26][CH:27]=[CH:28][CH:29]=[C:30]2[N:31]=1, predict the reactants needed to synthesize it. The reactants are: [CH3:1][C:2]1[N:7]=[CH:6][C:5]([N:8]2[CH:12]=[C:11]([C:13]3[S:17][CH:16]=[N:15][CH:14]=3)[N:10]=[C:9]2[C:18]2[CH:23]=[CH:22][C:21]([NH:24][C:25]3[C:30]([NH2:31])=[CH:29][CH:28]=[CH:27][N:26]=3)=[CH:20][CH:19]=2)=[CH:4][CH:3]=1.[C:32](O)([C:34]([F:37])([F:36])[F:35])=O.